Dataset: Full USPTO retrosynthesis dataset with 1.9M reactions from patents (1976-2016). Task: Predict the reactants needed to synthesize the given product. (1) The reactants are: [C:1](N1C=CN=C1)(N1C=CN=C1)=[O:2].[CH:13]1([NH2:18])[CH2:17][CH2:16][CH2:15][CH2:14]1.Cl.Cl.C([O:29][CH2:30][CH2:31][O:32][CH2:33][CH2:34][N:35]1[C:43]2[C:42]([NH:44][C:45]3[CH:50]=[CH:49][C:48]([O:51][CH:52]4[CH2:57][CH2:56][NH:55][CH2:54][CH2:53]4)=[C:47]([Cl:58])[CH:46]=3)=[N:41][CH:40]=[N:39][C:38]=2[CH:37]=[CH:36]1)(=O)C1C=CC=CC=1.C(N(CC)CC)C. Given the product [ClH:58].[Cl:58][C:47]1[CH:46]=[C:45]([NH:44][C:42]2[C:43]3[N:35]([CH2:34][CH2:33][O:32][CH2:31][CH2:30][OH:29])[CH:36]=[CH:37][C:38]=3[N:39]=[CH:40][N:41]=2)[CH:50]=[CH:49][C:48]=1[O:51][CH:52]1[CH2:53][CH2:54][N:55]([C:1]([NH:18][CH:13]2[CH2:17][CH2:16][CH2:15][CH2:14]2)=[O:2])[CH2:56][CH2:57]1, predict the reactants needed to synthesize it. (2) The reactants are: [I:1][C:2]1[CH:3]=[C:4]([CH:8]=[CH:9][C:10]=1[O:11][CH:12]1[CH2:16][CH2:15][N:14]([C:17]([N:19]2[CH2:23][CH2:22][CH2:21][CH2:20]2)=[O:18])[CH2:13]1)[C:5](O)=[O:6].C(Cl)(=O)C([Cl:27])=O. Given the product [I:1][C:2]1[CH:3]=[C:4]([CH:8]=[CH:9][C:10]=1[O:11][CH:12]1[CH2:16][CH2:15][N:14]([C:17]([N:19]2[CH2:23][CH2:22][CH2:21][CH2:20]2)=[O:18])[CH2:13]1)[C:5]([Cl:27])=[O:6], predict the reactants needed to synthesize it. (3) Given the product [C:32]([O:31][C:30](=[O:36])[NH:29][C:23]([CH3:28])([CH2:24][CH:25]([CH3:26])[CH3:27])[CH2:22][O:21][C:2]1[C:3]([O:19][CH3:20])=[CH:4][C:5]2[C:14]3[C:9](=[C:10]([CH3:15])[N:11]=[CH:12][CH:13]=3)[C:8](=[O:16])[N:7]([CH3:17])[C:6]=2[CH:18]=1)([CH3:35])([CH3:34])[CH3:33], predict the reactants needed to synthesize it. The reactants are: Cl[C:2]1[C:3]([O:19][CH3:20])=[CH:4][C:5]2[C:14]3[C:9](=[C:10]([CH3:15])[N:11]=[CH:12][CH:13]=3)[C:8](=[O:16])[N:7]([CH3:17])[C:6]=2[CH:18]=1.[OH:21][CH2:22][C:23]([NH:29][C:30](=[O:36])[O:31][C:32]([CH3:35])([CH3:34])[CH3:33])([CH3:28])[CH2:24][CH:25]([CH3:27])[CH3:26].